From a dataset of Full USPTO retrosynthesis dataset with 1.9M reactions from patents (1976-2016). Predict the reactants needed to synthesize the given product. (1) Given the product [NH2:20][C:21]1[N:22]=[C:23]([N:29]2[CH2:30][CH2:31][CH:32]([O:35][C:36]3[CH:41]=[CH:40][CH:39]=[CH:38][C:37]=3[C:42]([F:45])([F:44])[F:43])[CH2:33][CH2:34]2)[S:24][C:25]=1[C:26]([NH:28][C:11]([C:8]1[CH:7]=[CH:6][C:5]([C:3]([O:2][CH3:1])=[O:4])=[CH:10][N:9]=1)=[O:13])=[O:27], predict the reactants needed to synthesize it. The reactants are: [CH3:1][O:2][C:3]([C:5]1[CH:6]=[CH:7][C:8]([C:11]([OH:13])=O)=[N:9][CH:10]=1)=[O:4].C(Cl)(=O)C(Cl)=O.[NH2:20][C:21]1[N:22]=[C:23]([N:29]2[CH2:34][CH2:33][CH:32]([O:35][C:36]3[CH:41]=[CH:40][CH:39]=[CH:38][C:37]=3[C:42]([F:45])([F:44])[F:43])[CH2:31][CH2:30]2)[S:24][C:25]=1[C:26]([NH2:28])=[O:27].[H-].[Na+]. (2) Given the product [N+:1]([C:4]1[CH:9]=[CH:8][CH:7]=[CH:6][C:5]=1[S:10]([NH:14][CH:15]1[CH2:20][CH2:19][N:18]([CH2:21][C:22]2[CH:27]=[CH:26][CH:25]=[CH:24][CH:23]=2)[CH2:17][CH2:16]1)(=[O:12])=[O:11])([O-:3])=[O:2], predict the reactants needed to synthesize it. The reactants are: [N+:1]([C:4]1[CH:9]=[CH:8][CH:7]=[CH:6][C:5]=1[S:10](Cl)(=[O:12])=[O:11])([O-:3])=[O:2].[NH2:14][CH:15]1[CH2:20][CH2:19][N:18]([CH2:21][C:22]2[CH:27]=[CH:26][CH:25]=[CH:24][CH:23]=2)[CH2:17][CH2:16]1.C(N(CC)CC)C. (3) Given the product [C:12]([O:11][C:10]([NH:9][C:7]1[CH:8]=[C:3]([O:2][CH3:1])[CH:4]=[CH:5][C:6]=1[CH:17]([C:18](=[O:24])[C:19]1[CH:23]=[CH:22][S:21][CH:20]=1)[CH2:28][C:29]1[N:34]=[C:33]([C:35]([O:37][CH3:38])=[O:36])[CH:32]=[CH:31][CH:30]=1)=[O:16])([CH3:15])([CH3:13])[CH3:14], predict the reactants needed to synthesize it. The reactants are: [CH3:1][O:2][C:3]1[CH:4]=[CH:5][C:6]([CH2:17][C:18](=[O:24])[C:19]2[CH:23]=[CH:22][S:21][CH:20]=2)=[C:7]([NH:9][C:10](=[O:16])[O:11][C:12]([CH3:15])([CH3:14])[CH3:13])[CH:8]=1.[H-].[Na+].Cl[CH2:28][C:29]1[N:34]=[C:33]([C:35]([O:37][CH3:38])=[O:36])[CH:32]=[CH:31][CH:30]=1.[Cl-].[NH4+]. (4) Given the product [CH3:9][C:2]1([CH3:8])[NH:19][CH2:16][CH2:17][NH:18][C:3]1=[O:5], predict the reactants needed to synthesize it. The reactants are: Br[C:2]([CH3:9])([CH3:8])[C:3]([O:5]CC)=O.C([O-])([O-])=O.[K+].[K+].[CH2:16]([NH2:19])[CH2:17][NH2:18].